From a dataset of Peptide-MHC class II binding affinity with 134,281 pairs from IEDB. Regression. Given a peptide amino acid sequence and an MHC pseudo amino acid sequence, predict their binding affinity value. This is MHC class II binding data. The peptide sequence is INISGYNLSLSAAVK. The MHC is DRB1_1101 with pseudo-sequence DRB1_1101. The binding affinity (normalized) is 0.567.